This data is from Reaction yield outcomes from USPTO patents with 853,638 reactions. The task is: Predict the reaction yield, written as a fraction of the theoretical maximum amount of product (1.0 means a 100% yield; for example, 0.34 means a 34% yield). (1) The reactants are [Si:1]([O:8][CH2:9][C:10](N(OC)C)=[O:11])([C:4]([CH3:7])([CH3:6])[CH3:5])([CH3:3])[CH3:2].[Cl:16][C:17]1[CH:22]=[CH:21][C:20]([Mg]Br)=[CH:19][C:18]=1[F:25].[NH4+].[Cl-]. The catalyst is C1COCC1. The product is [Si:1]([O:8][CH2:9][C:10]([C:20]1[CH:21]=[CH:22][C:17]([Cl:16])=[C:18]([F:25])[CH:19]=1)=[O:11])([C:4]([CH3:7])([CH3:6])[CH3:5])([CH3:3])[CH3:2]. The yield is 0.936. (2) The reactants are CS([C:5]1[N:10]=[C:9]([NH:11][C:12]2[CH:24]=[CH:23][C:15]([C:16]([O:18][C:19]([CH3:22])([CH3:21])[CH3:20])=[O:17])=[CH:14][CH:13]=2)[CH:8]=[C:7]([O:25][CH2:26][C:27]([F:30])([F:29])[F:28])[N:6]=1)(=O)=O.CCN(C(C)C)C(C)C.[NH2:40][CH2:41][C:42]1[CH:47]=[CH:46][C:45]([OH:48])=[CH:44][CH:43]=1. The catalyst is C1COCC1. The product is [OH:48][C:45]1[CH:46]=[CH:47][C:42]([CH2:41][NH:40][C:5]2[N:10]=[C:9]([NH:11][C:12]3[CH:24]=[CH:23][C:15]([C:16]([O:18][C:19]([CH3:22])([CH3:21])[CH3:20])=[O:17])=[CH:14][CH:13]=3)[CH:8]=[C:7]([O:25][CH2:26][C:27]([F:30])([F:29])[F:28])[N:6]=2)=[CH:43][CH:44]=1. The yield is 0.830. (3) The reactants are [Cl:1][C:2]1[CH:3]=[C:4]([C:9]2([C:14]([O:16][CH3:17])=[O:15])[CH2:11][CH:10]2[CH:12]=O)[CH:5]=[CH:6][C:7]=1[Cl:8].[CH3:18][NH2:19].[BH4-].[Na+]. The catalyst is CO. The product is [Cl:1][C:2]1[CH:3]=[C:4]([C:9]2([C:14]([O:16][CH3:17])=[O:15])[CH2:11][CH:10]2[CH2:12][NH:19][CH3:18])[CH:5]=[CH:6][C:7]=1[Cl:8]. The yield is 0.570. (4) The reactants are Cl.[OH:2][CH:3]1[O:11][C@H:10]([CH2:12][OH:13])[C@@H:8]([OH:9])[C@H:6]([OH:7])[C@@H:4]1[NH2:5].C[O-].[Na+].Cl[CH2:18][C:19]([O:21]C(=O)CCl)=O.[N-:26]=[N+:27]=[N-:28].[Na+]. The catalyst is CO.CN(C=O)C. The product is [N:26]([CH2:18][C:19]([NH:5][C@H:4]1[C@@H:6]([OH:7])[C@H:8]([OH:9])[C@@H:10]([CH2:12][OH:13])[O:11][CH:3]1[OH:2])=[O:21])=[N+:27]=[N-:28]. The yield is 0.590. (5) The reactants are [CH3:1][O:2][C:3](=[O:27])[CH:4]([C:8](=[O:26])[NH:9][C:10]1[CH:15]=[CH:14][C:13]([C:16]#[C:17][C:18]2[CH:23]=[CH:22][C:21]([CH:24]=O)=[CH:20][CH:19]=2)=[CH:12][CH:11]=1)[CH:5]([CH3:7])[CH3:6].CC(O)=O.[NH:32]1[CH2:37][CH2:36][O:35][CH2:34][CH2:33]1.C(O[BH-](OC(=O)C)OC(=O)C)(=O)C.[Na+]. The catalyst is ClCCCl. The product is [CH3:1][O:2][C:3](=[O:27])[CH:4]([C:8](=[O:26])[NH:9][C:10]1[CH:15]=[CH:14][C:13]([C:16]#[C:17][C:18]2[CH:19]=[CH:20][C:21]([CH2:24][N:32]3[CH2:37][CH2:36][O:35][CH2:34][CH2:33]3)=[CH:22][CH:23]=2)=[CH:12][CH:11]=1)[CH:5]([CH3:7])[CH3:6]. The yield is 0.980.